From a dataset of Reaction yield outcomes from USPTO patents with 853,638 reactions. Predict the reaction yield, written as a fraction of the theoretical maximum amount of product (1.0 means a 100% yield; for example, 0.34 means a 34% yield). (1) The reactants are [OH:1][N:2]=[C:3]([C:5]1[CH:6]=[C:7]2[C:11](=[CH:12][CH:13]=1)[N:10]([S:14]([C:17]1[CH:23]=[CH:22][C:20]([CH3:21])=[CH:19][CH:18]=1)(=[O:16])=[O:15])[CH:9]=[C:8]2[I:24])[NH2:4].CCN(CC)CC.[Cl:32][C:33]([Cl:38])([Cl:37])[C:34](Cl)=O.O. The catalyst is C1COCC1. The product is [I:24][C:8]1[C:7]2[C:11](=[CH:12][CH:13]=[C:5]([C:3]3[N:4]=[C:34]([C:33]([Cl:38])([Cl:37])[Cl:32])[O:1][N:2]=3)[CH:6]=2)[N:10]([S:14]([C:17]2[CH:23]=[CH:22][C:20]([CH3:21])=[CH:19][CH:18]=2)(=[O:16])=[O:15])[CH:9]=1. The yield is 0.208. (2) The yield is 0.870. The reactants are [CH2:1]([O:3][C:4]1[CH:9]=[CH:8][C:7]([C:10]2[O:14][N:13]=[C:12]([C:15]3[CH:20]=[CH:19][C:18]([O:21]C(C)C)=[C:17]([I:25])[CH:16]=3)[N:11]=2)=[CH:6][CH:5]=1)[CH3:2].ClC1C=C(C2ON=C(C3C=CC(OC(C)C)=C(I)C=3)N=2)C=CC=1OCCC. The product is [CH2:1]([O:3][C:4]1[CH:9]=[CH:8][C:7]([C:10]2[O:14][N:13]=[C:12]([C:15]3[CH:20]=[CH:19][C:18]([OH:21])=[C:17]([I:25])[CH:16]=3)[N:11]=2)=[CH:6][CH:5]=1)[CH3:2]. No catalyst specified.